This data is from Reaction yield outcomes from USPTO patents with 853,638 reactions. The task is: Predict the reaction yield, written as a fraction of the theoretical maximum amount of product (1.0 means a 100% yield; for example, 0.34 means a 34% yield). (1) The reactants are [OH:1][C@@H:2]1[C@H:6]([CH3:7])[N:5]([C:8]([O:10][C:11]([CH3:14])([CH3:13])[CH3:12])=[O:9])[C@H:4]([C:15]([O:17]C)=[O:16])[CH2:3]1.[Li+].[OH-].O. The catalyst is CO. The product is [C:11]([O:10][C:8]([N:5]1[C@@H:6]([CH3:7])[C@@H:2]([OH:1])[CH2:3][C@H:4]1[C:15]([OH:17])=[O:16])=[O:9])([CH3:12])([CH3:13])[CH3:14]. The yield is 0.770. (2) The reactants are Cl[C:2]1[N:7]=[C:6]([NH:8]C2C=CC3OC(=O)NC=3C=2)[C:5]([CH3:19])=[CH:4][N:3]=1.Cl.CS(C1C=C([NH2:31])C=CC=1)(=O)=O.C(O)(C(F)(F)F)=O. The catalyst is CC(O)C. The product is [CH3:19][C:5]1[C:6]([NH2:8])=[N:7][C:2]([NH2:31])=[N:3][CH:4]=1. The yield is 0.490. (3) The reactants are [C:1](O)(=[O:5])[CH:2]([CH3:4])[CH3:3].[NH2:7][C@@H:8]1[C@H:12]2[O:13][CH2:14][C@H:15]([NH:16][C:17](=[O:31])[C:18]3[CH:23]=[CH:22][CH:21]=[C:20]([O:24][C:25]4[CH:30]=[CH:29][CH:28]=[CH:27][CH:26]=4)[CH:19]=3)[C@H:11]2[O:10][CH2:9]1. No catalyst specified. The product is [C:1]([NH:7][C@@H:8]1[C@H:12]2[O:13][CH2:14][C@H:15]([NH:16][C:17](=[O:31])[C:18]3[CH:23]=[CH:22][CH:21]=[C:20]([O:24][C:25]4[CH:26]=[CH:27][CH:28]=[CH:29][CH:30]=4)[CH:19]=3)[C@H:11]2[O:10][CH2:9]1)(=[O:5])[CH:2]([CH3:4])[CH3:3]. The yield is 0.390. (4) The reactants are [NH2:1][C:2]1[CH:7]=[CH:6][CH:5]=[CH:4][CH:3]=1.[C:8](=O)([O:39]C1C=CC([N+]([O-])=O)=CC=1)[O:9][C@@H:10]1[CH2:14][C@H:13]([C:15]2[N:19]3[C:20]4[CH:26]=[CH:25][N:24]([S:27]([C:30]5[CH:36]=[CH:35][C:33]([CH3:34])=[CH:32][CH:31]=5)(=[O:29])=[O:28])[C:21]=4[N:22]=[CH:23][C:18]3=[N:17][N:16]=2)[C@H:12]([CH2:37][CH3:38])[CH2:11]1. The catalyst is CN(C1C=CN=CC=1)C.O1CCOCC1. The product is [C:2]1([NH:1][C:8](=[O:39])[O:9][C@@H:10]2[CH2:14][C@H:13]([C:15]3[N:19]4[C:20]5[CH:26]=[CH:25][N:24]([S:27]([C:30]6[CH:31]=[CH:32][C:33]([CH3:34])=[CH:35][CH:36]=6)(=[O:29])=[O:28])[C:21]=5[N:22]=[CH:23][C:18]4=[N:17][N:16]=3)[C@H:12]([CH2:37][CH3:38])[CH2:11]2)[CH:7]=[CH:6][CH:5]=[CH:4][CH:3]=1. The yield is 0.630. (5) The reactants are [Cl:1][C:2]1[C:9]([F:10])=[CH:8][C:5]([CH:6]=[O:7])=[C:4]([N+:11]([O-])=O)[CH:3]=1.Cl.O. The catalyst is CCO.CC(O)=O.[Fe]. The product is [NH2:11][C:4]1[CH:3]=[C:2]([Cl:1])[C:9]([F:10])=[CH:8][C:5]=1[CH:6]=[O:7]. The yield is 0.900. (6) The reactants are [CH:1]1([N:6]2[C:10](=[O:11])[C:9]3[CH:12]=[CH:13][C:14]([O:16][CH2:17][C:18]4[CH:19]=[C:20](B(O)O)[CH:21]=[CH:22][CH:23]=4)=[CH:15][C:8]=3[S:7]2)[CH2:5][CH2:4][CH2:3][CH2:2]1.I[C:28]1[CH:29]=[C:30]([CH:34]=[CH:35][C:36]=1[CH3:37])[C:31]([OH:33])=[O:32].C([O-])([O-])=O.[Na+].[Na+].N#N. The catalyst is C1C=CC([P]([Pd]([P](C2C=CC=CC=2)(C2C=CC=CC=2)C2C=CC=CC=2)([P](C2C=CC=CC=2)(C2C=CC=CC=2)C2C=CC=CC=2)[P](C2C=CC=CC=2)(C2C=CC=CC=2)C2C=CC=CC=2)(C2C=CC=CC=2)C2C=CC=CC=2)=CC=1.COCCOC. The product is [CH:1]1([N:6]2[C:10](=[O:11])[C:9]3[CH:12]=[CH:13][C:14]([O:16][CH2:17][C:18]4[CH:19]=[C:20]([C:28]5[C:36]([CH3:37])=[CH:35][CH:34]=[C:30]([C:31]([OH:33])=[O:32])[CH:29]=5)[CH:21]=[CH:22][CH:23]=4)=[CH:15][C:8]=3[S:7]2)[CH2:5][CH2:4][CH2:3][CH2:2]1. The yield is 0.360. (7) The reactants are [N:1]1[CH:6]=[CH:5][CH:4]=[CH:3][C:2]=1[CH2:7][CH2:8][OH:9].[Cl:10][C:11]1[CH:32]=[CH:31][CH:30]=[C:29]([Cl:33])[C:12]=1[C:13]([NH:15][C@H:16]([C:25]([O:27][CH3:28])=[O:26])[CH2:17][C:18]1[CH:23]=[CH:22][C:21](O)=[CH:20][CH:19]=1)=[O:14].C1(P(C2C=CC=CC=2)C2C=CC=CC=2)C=CC=CC=1. The catalyst is C(Cl)Cl. The product is [Cl:10][C:11]1[CH:32]=[CH:31][CH:30]=[C:29]([Cl:33])[C:12]=1[C:13]([NH:15][C@H:16]([C:25]([O:27][CH3:28])=[O:26])[CH2:17][C:18]1[CH:19]=[CH:20][C:21]([O:9][CH2:8][CH2:7][C:2]2[CH:3]=[CH:4][CH:5]=[CH:6][N:1]=2)=[CH:22][CH:23]=1)=[O:14]. The yield is 0.420.